Task: Predict the reaction yield, written as a fraction of the theoretical maximum amount of product (1.0 means a 100% yield; for example, 0.34 means a 34% yield).. Dataset: Reaction yield outcomes from USPTO patents with 853,638 reactions (1) The reactants are [Br:1][C:2]1[CH:10]=[C:9]([F:11])[C:5]([C:6]([OH:8])=O)=[C:4]([F:12])[CH:3]=1.[N:13]1([C:19]([O:21][C:22]([CH3:25])([CH3:24])[CH3:23])=[O:20])[CH2:18][CH2:17][NH:16][CH2:15][CH2:14]1.CN(C(ON1N=NC2C=CC=CC1=2)=[N+](C)C)C.F[P-](F)(F)(F)(F)F.CCN(C(C)C)C(C)C.C(=O)(O)[O-].[Na+]. The catalyst is CN(C=O)C.CCOC(C)=O.O. The product is [Br:1][C:2]1[CH:3]=[C:4]([F:12])[C:5]([C:6]([N:16]2[CH2:15][CH2:14][N:13]([C:19]([O:21][C:22]([CH3:25])([CH3:24])[CH3:23])=[O:20])[CH2:18][CH2:17]2)=[O:8])=[C:9]([F:11])[CH:10]=1. The yield is 0.860. (2) The reactants are Cl[C:2]1[N:3]=[C:4]2[CH:12]=[CH:11][N:10]=[CH:9][C:5]2=[N:6][C:7]=1[Cl:8].CCN(C(C)C)C(C)C.Cl.[F:23][C:24]1[CH:25]=[C:26]([CH:29]=[CH:30][C:31]=1[O:32][CH:33]1[CH2:38][CH2:37][NH:36][CH2:35][CH2:34]1)[C:27]#[N:28].[NH4+].[Cl-]. The catalyst is C(Cl)Cl. The product is [Cl:8][C:7]1[N:6]=[C:5]2[CH:9]=[N:10][CH:11]=[CH:12][C:4]2=[N:3][C:2]=1[N:36]1[CH2:35][CH2:34][CH:33]([O:32][C:31]2[CH:30]=[CH:29][C:26]([C:27]#[N:28])=[CH:25][C:24]=2[F:23])[CH2:38][CH2:37]1. The yield is 0.690. (3) The reactants are [CH3:1][N:2]1[CH:6]=[CH:5][N:4]=[N:3]1.C([Li])CCC.[CH:12]12[O:18][CH:13]1[CH2:14][CH2:15][CH2:16][CH2:17]2. The catalyst is C1COCC1. The product is [CH3:1][N:2]1[C:6]([C@H:12]2[CH2:17][CH2:16][CH2:15][CH2:14][C@@H:13]2[OH:18])=[CH:5][N:4]=[N:3]1. The yield is 0.0450. (4) The reactants are C([O:3][C:4](=O)[CH:5]=[C:6]1[CH2:9][CH:8]([C:10]2[CH:15]=[CH:14][CH:13]=[C:12]([Br:16])[CH:11]=2)[CH2:7]1)C.[BH4-].[Na+]. No catalyst specified. The product is [Br:16][C:12]1[CH:11]=[C:10]([CH:8]2[CH2:7][CH:6]([CH2:5][CH2:4][OH:3])[CH2:9]2)[CH:15]=[CH:14][CH:13]=1. The yield is 0.300. (5) The catalyst is O1CCCC1. The reactants are [N:1]1([CH2:6][CH2:7][OH:8])[CH2:5][CH2:4][CH2:3][CH2:2]1.[H-].[Na+].[Cl:11][C:12]1[CH:17]=[C:16](Cl)[N:15]=[C:14]([C:19]2[N:23]3[CH:24]=[C:25]([F:28])[CH:26]=[CH:27][C:22]3=[N:21][CH:20]=2)[N:13]=1. The yield is 0.780. The product is [Cl:11][C:12]1[CH:17]=[C:16]([O:8][CH2:7][CH2:6][N:1]2[CH2:5][CH2:4][CH2:3][CH2:2]2)[N:15]=[C:14]([C:19]2[N:23]3[CH:24]=[C:25]([F:28])[CH:26]=[CH:27][C:22]3=[N:21][CH:20]=2)[N:13]=1. (6) The reactants are CON(C)[C:4](=[O:17])[C:5]1[CH:10]=[CH:9][C:8]([O:11][CH2:12][C:13]([F:16])([F:15])[F:14])=[N:7][CH:6]=1.[CH3:19][Mg]Br.C(=O)([O-])O.[Na+]. The catalyst is C1COCC1. The product is [F:16][C:13]([F:14])([F:15])[CH2:12][O:11][C:8]1[N:7]=[CH:6][C:5]([C:4](=[O:17])[CH3:19])=[CH:10][CH:9]=1. The yield is 0.830.